From a dataset of Catalyst prediction with 721,799 reactions and 888 catalyst types from USPTO. Predict which catalyst facilitates the given reaction. (1) Reactant: [OH:1][CH2:2][C:3]1[CH:4]=[C:5]([NH:9][C:10](=[O:16])[O:11][C:12]([CH3:15])([CH3:14])[CH3:13])[CH:6]=[CH:7][CH:8]=1.[CH3:17][C:18]([Si:21](Cl)([CH3:23])[CH3:22])([CH3:20])[CH3:19].CN(C=O)C.N1C=CN=C1. Product: [Si:21]([O:1][CH2:2][C:3]1[CH:4]=[C:5]([NH:9][C:10](=[O:16])[O:11][C:12]([CH3:13])([CH3:15])[CH3:14])[CH:6]=[CH:7][CH:8]=1)([C:18]([CH3:20])([CH3:19])[CH3:17])([CH3:23])[CH3:22]. The catalyst class is: 28. (2) Reactant: [H-].[Na+].[CH3:3][C:4]1[C:15](=[O:16])[NH:14][C:7]2[N:8]=[C:9]([S:12][CH3:13])[N:10]=[CH:11][C:6]=2[CH:5]=1.I[CH2:18][CH3:19]. Product: [CH2:18]([N:14]1[C:7]2[N:8]=[C:9]([S:12][CH3:13])[N:10]=[CH:11][C:6]=2[CH:5]=[C:4]([CH3:3])[C:15]1=[O:16])[CH3:19]. The catalyst class is: 9. (3) Reactant: Cl[S:2]([N:5]=[C:6]=[O:7])(=[O:4])=[O:3].[C:8]([OH:12])([CH3:11])([CH3:10])[CH3:9].[CH2:13]([O:15][C:16]1[C:25]([NH2:26])=[C:24]2[C:19]([C:20]([CH2:27][C:28]3[CH:33]=[C:32]([O:34][CH3:35])[C:31]([O:36][CH3:37])=[C:30]([O:38][CH3:39])[CH:29]=3)=[CH:21][N:22]=[CH:23]2)=[CH:18][CH:17]=1)[CH3:14]. Product: [CH2:13]([O:15][C:16]1[C:25]([NH:26][S:2]([NH:5][C:6](=[O:7])[O:12][C:8]([CH3:11])([CH3:10])[CH3:9])(=[O:4])=[O:3])=[C:24]2[C:19]([C:20]([CH2:27][C:28]3[CH:29]=[C:30]([O:38][CH3:39])[C:31]([O:36][CH3:37])=[C:32]([O:34][CH3:35])[CH:33]=3)=[CH:21][N:22]=[CH:23]2)=[CH:18][CH:17]=1)[CH3:14]. The catalyst class is: 1. (4) Reactant: [CH:1](OC)(OC)OC.C1(C)C=CC(S(O)(=O)=O)=CC=1.[CH2:19]([O:26][C:27]1[CH:32]=[CH:31][C:30]([NH:33][C:34]2[C:39]([NH2:40])=[CH:38][C:37]([Br:41])=[CH:36][N:35]=2)=[CH:29][CH:28]=1)[C:20]1[CH:25]=[CH:24][CH:23]=[CH:22][CH:21]=1. Product: [CH2:19]([O:26][C:27]1[CH:32]=[CH:31][C:30]([N:33]2[C:34]3=[N:35][CH:36]=[C:37]([Br:41])[CH:38]=[C:39]3[N:40]=[CH:1]2)=[CH:29][CH:28]=1)[C:20]1[CH:21]=[CH:22][CH:23]=[CH:24][CH:25]=1. The catalyst class is: 4. (5) The catalyst class is: 22. Product: [CH2:22]([O:29][NH:30][C:1](=[O:7])[CH2:2][CH2:3][CH:4]=[CH2:5])[C:23]1[CH:28]=[CH:27][CH:26]=[CH:25][CH:24]=1. Reactant: [C:1]([OH:7])(=O)[CH2:2][CH2:3][CH:4]=[CH2:5].C(OC(Cl)=O)C.C(N(CC)CC)C.Cl.[CH2:22]([O:29][NH2:30])[C:23]1[CH:28]=[CH:27][CH:26]=[CH:25][CH:24]=1. (6) Reactant: [CH:1]([C:3]1[CH:11]=[C:10]2[C:6]([CH:7]=[CH:8][NH:9]2)=[C:5]([O:12][CH3:13])[CH:4]=1)=[CH2:2].[F:14][C:15]1[CH:16]=[C:17](B(O)O)[CH:18]=[CH:19][C:20]=1[O:21][CH3:22].C(N(CC)CC)C. Product: [CH:1]([C:3]1[CH:11]=[C:10]2[C:6]([CH:7]=[CH:8][N:9]2[C:17]2[CH:18]=[CH:19][C:20]([O:21][CH3:22])=[C:15]([F:14])[CH:16]=2)=[C:5]([O:12][CH3:13])[CH:4]=1)=[CH2:2]. The catalyst class is: 221. (7) Reactant: [I-].[K+].[Cu][C:4]#[N:5].[F:6][C:7]1[CH:12]=[CH:11][C:10]([CH:13]2[C:21]3[C:16](=[CH:17][C:18](Br)=[CH:19][CH:20]=3)[CH2:15][O:14]2)=[CH:9][CH:8]=1.[C:23]1([CH3:29])C=CC=C[CH:24]=1.[N:30]1[CH:35]=CC=C[CH:31]=1. Product: [CH3:31][N:30]([CH3:35])[CH2:24][CH2:23][CH2:29][C:13]1([C:10]2[CH:11]=[CH:12][C:7]([F:6])=[CH:8][CH:9]=2)[C:21]2[C:16](=[CH:17][C:18]([C:4]#[N:5])=[CH:19][CH:20]=2)[CH2:15][O:14]1. The catalyst class is: 328.